From a dataset of Reaction yield outcomes from USPTO patents with 853,638 reactions. Predict the reaction yield, written as a fraction of the theoretical maximum amount of product (1.0 means a 100% yield; for example, 0.34 means a 34% yield). (1) The reactants are Br[C:2]1[N:3]=[C:4]([NH:10][C:11]2[S:15][N:14]=[C:13]([CH3:16])[CH:12]=2)[C:5](=[O:9])[N:6]([CH3:8])[CH:7]=1.[C:17]([O:20][CH2:21][C:22]1[C:23]([N:37]2[CH2:48][CH2:47][N:46]3[C:39](=[CH:40][C:41]4[CH2:42][C:43]([CH3:50])([CH3:49])[CH2:44][C:45]=43)[C:38]2=[O:51])=[N:24][CH:25]=[CH:26][C:27]=1B1OC(C)(C)C(C)(C)O1)(=[O:19])[CH3:18].[O-]P([O-])([O-])=O.[K+].[K+].[K+].O.O.O.C([O-])(=O)C.[Na+]. The catalyst is C1C=CC(P(C2C=CC=CC=2)[C-]2C=CC=C2)=CC=1.C1C=CC(P(C2C=CC=CC=2)[C-]2C=CC=C2)=CC=1.Cl[Pd]Cl.[Fe+2].O.C(#N)C. The product is [C:17]([O:20][CH2:21][C:22]1[C:23]([N:37]2[CH2:48][CH2:47][N:46]3[C:39](=[CH:40][C:41]4[CH2:42][C:43]([CH3:50])([CH3:49])[CH2:44][C:45]=43)[C:38]2=[O:51])=[N:24][CH:25]=[CH:26][C:27]=1[C:2]1[N:3]=[C:4]([NH:10][C:11]2[S:15][N:14]=[C:13]([CH3:16])[CH:12]=2)[C:5](=[O:9])[N:6]([CH3:8])[CH:7]=1)(=[O:19])[CH3:18]. The yield is 0.700. (2) The reactants are [Cl:1][C:2]1[CH:18]=[CH:17][C:5]2[C:6](=O)[C:7]3[CH:14]=[CH:13][C:12]([Cl:15])=[CH:11][C:8]=3[CH2:9][CH2:10][C:4]=2[CH:3]=1.P12(SP3(SP(SP(S3)(S1)=S)(=S)S2)=S)=[S:20].C[Si](C)(C)O[Si](C)(C)C. The catalyst is C1(C)C=CC=CC=1. The product is [Cl:1][C:2]1[CH:18]=[CH:17][C:5]2[C:6](=[S:20])[C:7]3[CH:14]=[CH:13][C:12]([Cl:15])=[CH:11][C:8]=3[CH2:9][CH2:10][C:4]=2[CH:3]=1. The yield is 0.950. (3) The reactants are [CH3:1][C:2]([O-])([CH3:4])C.[Na+].Cl[C:8]1[CH:17]=[N:16][C:15]2[C:10](=[CH:11][CH:12]=[CH:13][CH:14]=2)[N:9]=1.[NH4+:18].[Cl-].C([O-])([O-])=O.[Na+].[Na+].[CH2:26]1[CH2:30][O:29][CH2:28][CH2:27]1. The yield is 0.780. The product is [CH:4]12[NH:18][CH:28]([CH2:1][CH2:2]1)[CH2:27][CH:26]2[CH2:30][O:29][C:8]1[CH:17]=[N:16][C:15]2[C:10](=[CH:11][CH:12]=[CH:13][CH:14]=2)[N:9]=1. No catalyst specified.